From a dataset of Full USPTO retrosynthesis dataset with 1.9M reactions from patents (1976-2016). Predict the reactants needed to synthesize the given product. The reactants are: C1C=CC(P(C2C=CC=CC=2)C2C=CC=CC=2)=CC=1.CCOC(/N=N/C(OCC)=O)=O.[CH3:32][O:33][C:34]1[CH:42]=[CH:41][C:37]([CH2:38][CH2:39]O)=[CH:36][CH:35]=1.[C:43]1(=[O:49])[NH:47][C:46](=[O:48])[CH:45]=[CH:44]1. Given the product [CH3:32][O:33][C:34]1[CH:42]=[CH:41][C:37]([CH2:38][CH2:39][N:47]2[C:43](=[O:49])[CH:44]=[CH:45][C:46]2=[O:48])=[CH:36][CH:35]=1, predict the reactants needed to synthesize it.